From a dataset of Catalyst prediction with 721,799 reactions and 888 catalyst types from USPTO. Predict which catalyst facilitates the given reaction. (1) Reactant: [OH-].[Na+].[CH2:3]([C:10]([OH:21])([C:16]([O:18]CC)=O)[C:11]([O:13][CH2:14][CH3:15])=[O:12])[C:4]1[CH:9]=[CH:8][CH:7]=[CH:6][CH:5]=1.[N:22]([C@@H:25]([C:27]1[CH:32]=[CH:31][CH:30]=[CH:29][CH:28]=1)[CH3:26])=[C:23]=[O:24]. Product: [CH2:3]([C:10]1([C:11]([O:13][CH2:14][CH3:15])=[O:12])[O:21][C:23](=[O:24])[N:22]([C@@H:25]([C:27]2[CH:32]=[CH:31][CH:30]=[CH:29][CH:28]=2)[CH3:26])[C:16]1=[O:18])[C:4]1[CH:5]=[CH:6][CH:7]=[CH:8][CH:9]=1. The catalyst class is: 1. (2) Reactant: [O:1]1[CH2:6][CH2:5][C:4](=O)[CH2:3][C:2]1=[O:8].[F:9][C:10]1[CH:17]=[CH:16][C:13]([CH:14]=O)=[CH:12][C:11]=1[C:18]([F:21])([F:20])[F:19].[NH2:22]/[C:23](/[CH3:27])=[CH:24]\[C:25]#[N:26]. Product: [F:9][C:10]1[CH:17]=[CH:16][C:13]([CH:14]2[C:24]([C:25]#[N:26])=[C:23]([CH3:27])[NH:22][C:4]3[CH2:5][CH2:6][O:1][C:2](=[O:8])[C:3]2=3)=[CH:12][C:11]=1[C:18]([F:21])([F:20])[F:19]. The catalyst class is: 8. (3) Reactant: [F:1][C:2]1[CH:7]=[CH:6][CH:5]=[C:4]([F:8])[C:3]=1[N:9]1[C:14]2[N:15]=[C:16]([NH:27][CH2:28][C:29]([NH:31][CH2:32][CH2:33][O:34]C)=[O:30])[N:17]=[C:18]([C:19]3[CH:24]=[CH:23][C:22]([F:25])=[CH:21][C:20]=3[CH3:26])[C:13]=2[CH:12]=[CH:11][C:10]1=[O:36].B(Br)(Br)Br.O. Product: [F:1][C:2]1[CH:7]=[CH:6][CH:5]=[C:4]([F:8])[C:3]=1[N:9]1[C:14]2[N:15]=[C:16]([NH:27][CH2:28][C:29]([NH:31][CH2:32][CH2:33][OH:34])=[O:30])[N:17]=[C:18]([C:19]3[CH:24]=[CH:23][C:22]([F:25])=[CH:21][C:20]=3[CH3:26])[C:13]=2[CH:12]=[CH:11][C:10]1=[O:36]. The catalyst class is: 4.